From a dataset of Forward reaction prediction with 1.9M reactions from USPTO patents (1976-2016). Predict the product of the given reaction. (1) Given the reactants [CH3:1][O:2][C:3]([C:5]1[CH:14]=[C:13](O)[C:12]2[C:7](=[C:8]([O:16][CH2:17][C:18]3[CH:23]=[CH:22][CH:21]=[CH:20][CH:19]=3)[CH:9]=[CH:10][CH:11]=2)[N:6]=1)=[O:4].[S:24]([N:34]=C=O)([C:27]1[CH:33]=[CH:32][C:30]([CH3:31])=[CH:29][CH:28]=1)(=[O:26])=[O:25], predict the reaction product. The product is: [CH3:1][O:2][C:3]([C:5]1[CH:14]=[C:13]([NH:34][S:24]([C:27]2[CH:33]=[CH:32][C:30]([CH3:31])=[CH:29][CH:28]=2)(=[O:25])=[O:26])[C:12]2[C:7](=[C:8]([O:16][CH2:17][C:18]3[CH:23]=[CH:22][CH:21]=[CH:20][CH:19]=3)[CH:9]=[CH:10][CH:11]=2)[N:6]=1)=[O:4]. (2) Given the reactants C([NH:4][C:5]1[N:10]=[C:9]([CH2:11][CH2:12][C:13]2[CH:18]=[CH:17][C:16]([NH:19][C:20]([C:22]3[C:23]([C:28]4[CH:33]=[CH:32][C:31]([C:34]([F:37])([F:36])[F:35])=[CH:30][CH:29]=4)=[CH:24][CH:25]=[CH:26][CH:27]=3)=[O:21])=[CH:15][CH:14]=2)[CH:8]=[CH:7][N:6]=1)(=O)C.Cl, predict the reaction product. The product is: [NH2:4][C:5]1[N:10]=[C:9]([CH2:11][CH2:12][C:13]2[CH:18]=[CH:17][C:16]([NH:19][C:20]([C:22]3[C:23]([C:28]4[CH:29]=[CH:30][C:31]([C:34]([F:37])([F:35])[F:36])=[CH:32][CH:33]=4)=[CH:24][CH:25]=[CH:26][CH:27]=3)=[O:21])=[CH:15][CH:14]=2)[CH:8]=[CH:7][N:6]=1.